From a dataset of Forward reaction prediction with 1.9M reactions from USPTO patents (1976-2016). Predict the product of the given reaction. (1) Given the reactants C([O:3][C:4](=[O:34])[CH2:5][N:6]1[CH:10]=[C:9]([C:11]2[CH:12]=[N:13][C:14]([N:17]3[CH2:22][CH2:21][CH:20]([O:23][C:24]4[CH:29]=[CH:28][CH:27]=[CH:26][C:25]=4[C:30]([F:33])([F:32])[F:31])[CH2:19][CH2:18]3)=[N:15][CH:16]=2)[CH:8]=[N:7]1)C.[OH-].[Na+], predict the reaction product. The product is: [F:33][C:30]([F:31])([F:32])[C:25]1[CH:26]=[CH:27][CH:28]=[CH:29][C:24]=1[O:23][CH:20]1[CH2:21][CH2:22][N:17]([C:14]2[N:13]=[CH:12][C:11]([C:9]3[CH:8]=[N:7][N:6]([CH2:5][C:4]([OH:34])=[O:3])[CH:10]=3)=[CH:16][N:15]=2)[CH2:18][CH2:19]1. (2) Given the reactants C([O:3][C:4](=[O:24])[CH2:5][O:6][C:7]1[CH:12]=[CH:11][C:10]([S:13][CH2:14][CH2:15][CH:16]([O:18]S(C)(=O)=O)[CH3:17])=[CH:9][C:8]=1[CH3:23])C.[F:25][C:26]1[CH:43]=[CH:42][C:29]([O:30][C:31]2[CH:36]=[C:35]([C:37]([F:40])([F:39])[F:38])[CH:34]=[CH:33][C:32]=2O)=[CH:28][CH:27]=1, predict the reaction product. The product is: [F:25][C:26]1[CH:27]=[CH:28][C:29]([O:30][C:31]2[CH:36]=[C:35]([C:37]([F:38])([F:39])[F:40])[CH:34]=[CH:33][C:32]=2[O:18][C@H:16]([CH3:17])[CH2:15][CH2:14][S:13][C:10]2[CH:11]=[CH:12][C:7]([O:6][CH2:5][C:4]([OH:3])=[O:24])=[C:8]([CH3:23])[CH:9]=2)=[CH:42][CH:43]=1. (3) Given the reactants [N+:1]([C:4]1[C:5]([NH:21][C:22]2[CH:27]=[CH:26][CH:25]=[CH:24][CH:23]=2)=[CH:6][C:7]([O:10][C:11]2[CH:12]=[C:13]([NH:17][C:18](=[O:20])[CH3:19])[CH:14]=[CH:15][CH:16]=2)=[N:8][CH:9]=1)([O-])=O.[H][H], predict the reaction product. The product is: [NH2:1][C:4]1[C:5]([NH:21][C:22]2[CH:27]=[CH:26][CH:25]=[CH:24][CH:23]=2)=[CH:6][C:7]([O:10][C:11]2[CH:12]=[C:13]([NH:17][C:18](=[O:20])[CH3:19])[CH:14]=[CH:15][CH:16]=2)=[N:8][CH:9]=1. (4) The product is: [C:20]1([CH2:19][S:18][C:7]2[N:8]=[C:9]([NH:10][C@H:11]([CH2:14][CH:15]([CH3:17])[CH3:16])[CH2:12][OH:13])[C:4]3[S:3][C:2]([Br:36])=[N:26][C:5]=3[N:6]=2)[CH:25]=[CH:24][CH:23]=[CH:22][CH:21]=1. Given the reactants N[C:2]1[S:3][C:4]2[C:9]([NH:10][C@H:11]([CH2:14][CH:15]([CH3:17])[CH3:16])[CH2:12][OH:13])=[N:8][C:7]([S:18][CH2:19][C:20]3[CH:25]=[CH:24][CH:23]=[CH:22][CH:21]=3)=[N:6][C:5]=2[N:26]=1.C(ON=O)CC(C)C.C(Br)(Br)[Br:36], predict the reaction product. (5) Given the reactants [F:1][C:2]1[CH:39]=[C:38]([F:40])[CH:37]=[CH:36][C:3]=1[CH2:4][N:5]([CH2:17][C:18]1[CH:35]=[CH:34][C:21]([O:22][C:23]2[CH:24]=[C:25]([CH:31]=[CH:32][CH:33]=2)[O:26][CH2:27][C:28]([OH:30])=[O:29])=[CH:20][CH:19]=1)[C:6]1[CH:11]=[CH:10][CH:9]=[C:8]([N+:12]([O-])=O)[C:7]=1[CH:15]=[CH2:16], predict the reaction product. The product is: [NH2:12][C:8]1[C:7]([CH2:15][CH3:16])=[C:6]([N:5]([CH2:17][C:18]2[CH:35]=[CH:34][C:21]([O:22][C:23]3[CH:24]=[C:25]([CH:31]=[CH:32][CH:33]=3)[O:26][CH2:27][C:28]([OH:30])=[O:29])=[CH:20][CH:19]=2)[CH2:4][C:3]2[CH:36]=[CH:37][C:38]([F:40])=[CH:39][C:2]=2[F:1])[CH:11]=[CH:10][CH:9]=1. (6) Given the reactants [Cl:1][C:2]1[C:9]([C:10]#[C:11][Si](C)(C)C)=[C:8](F)[CH:7]=[CH:6][C:3]=1[C:4]#[N:5].[CH3:17][S:18][CH2:19][C@H:20]([NH2:22])[CH3:21], predict the reaction product. The product is: [Cl:1][C:2]1[C:3]([C:4]#[N:5])=[CH:6][CH:7]=[C:8]2[C:9]=1[CH:10]=[CH:11][N:22]2[C@H:20]([CH3:21])[CH2:19][S:18][CH3:17]. (7) Given the reactants [Br:1][C:2]1[CH:7]=[CH:6][C:5]([OH:8])=[C:4]([Cl:9])[CH:3]=1.[C:10](OC(=O)C)(=[O:12])[CH3:11].N1C=CC=CC=1, predict the reaction product. The product is: [C:10]([O:8][C:5]1[CH:6]=[CH:7][C:2]([Br:1])=[CH:3][C:4]=1[Cl:9])(=[O:12])[CH3:11]. (8) Given the reactants [F:1][C:2]1[CH:7]=[CH:6][CH:5]=[CH:4][C:3]=1[C:8]1[C:12]([C:13]([OH:15])=O)=[C:11]([CH3:16])[O:10][N:9]=1.Cl.C(N=C=NCCCN(C)C)C.OC1C2N=NNC=2C=CC=1.[N:39]1([C:45]2[CH:50]=[CH:49][C:48]([OH:51])=[CH:47][CH:46]=2)[CH2:44][CH2:43][NH:42][CH2:41][CH2:40]1, predict the reaction product. The product is: [F:1][C:2]1[CH:7]=[CH:6][CH:5]=[CH:4][C:3]=1[C:8]1[C:12]([C:13]([N:42]2[CH2:41][CH2:40][N:39]([C:45]3[CH:46]=[CH:47][C:48]([OH:51])=[CH:49][CH:50]=3)[CH2:44][CH2:43]2)=[O:15])=[C:11]([CH3:16])[O:10][N:9]=1. (9) Given the reactants Br[C:2]1[CH:3]=[C:4]([C:9]2[N:10]=[C:11]([C:15]3[CH:20]=[CH:19][C:18]([F:21])=[CH:17][C:16]=3[F:22])[N:12]=[N:13][CH:14]=2)[CH:5]=[CH:6][C:7]=1[F:8].[F:23][C:24]1[CH:29]=[CH:28][CH:27]=[CH:26][C:25]=1B(O)O, predict the reaction product. The product is: [F:8][C:7]1[CH:6]=[CH:5][C:4]([C:9]2[N:10]=[C:11]([C:15]3[CH:20]=[CH:19][C:18]([F:21])=[CH:17][C:16]=3[F:22])[N:12]=[N:13][CH:14]=2)=[CH:3][C:2]=1[C:25]1[CH:26]=[CH:27][CH:28]=[CH:29][C:24]=1[F:23]. (10) Given the reactants [ClH:1].[N:2]1([C:9]2[CH:10]=[C:11]([NH:16][S:17]([C:20]3[CH:25]=[CH:24][CH:23]=[CH:22][C:21]=3[O:26][CH:27]([F:29])[F:28])(=[O:19])=[O:18])[CH:12]=[CH:13][C:14]=2[CH3:15])[CH2:8][CH2:7][CH2:6][NH:5][CH2:4][CH2:3]1.[CH2:30]=O, predict the reaction product. The product is: [ClH:1].[F:28][CH:27]([F:29])[O:26][C:21]1[CH:22]=[CH:23][CH:24]=[CH:25][C:20]=1[S:17]([NH:16][C:11]1[CH:12]=[CH:13][C:14]([CH3:15])=[C:9]([N:2]2[CH2:8][CH2:7][CH2:6][N:5]([CH3:30])[CH2:4][CH2:3]2)[CH:10]=1)(=[O:19])=[O:18].